Dataset: NCI-60 drug combinations with 297,098 pairs across 59 cell lines. Task: Regression. Given two drug SMILES strings and cell line genomic features, predict the synergy score measuring deviation from expected non-interaction effect. (1) Drug 1: CN1C(=O)N2C=NC(=C2N=N1)C(=O)N. Drug 2: CC(C)CN1C=NC2=C1C3=CC=CC=C3N=C2N. Cell line: NCI/ADR-RES. Synergy scores: CSS=-0.612, Synergy_ZIP=2.48, Synergy_Bliss=4.04, Synergy_Loewe=-4.28, Synergy_HSA=-0.617. (2) Drug 1: CN(C)N=NC1=C(NC=N1)C(=O)N. Cell line: NCI-H322M. Synergy scores: CSS=18.5, Synergy_ZIP=13.6, Synergy_Bliss=20.2, Synergy_Loewe=14.7, Synergy_HSA=16.3. Drug 2: CC(C1=C(C=CC(=C1Cl)F)Cl)OC2=C(N=CC(=C2)C3=CN(N=C3)C4CCNCC4)N. (3) Synergy scores: CSS=79.3, Synergy_ZIP=-1.03, Synergy_Bliss=-1.23, Synergy_Loewe=-2.26, Synergy_HSA=-0.0400. Cell line: NCI-H460. Drug 1: CCC1(C2=C(COC1=O)C(=O)N3CC4=CC5=C(C=CC(=C5CN(C)C)O)N=C4C3=C2)O.Cl. Drug 2: CC1CCCC2(C(O2)CC(NC(=O)CC(C(C(=O)C(C1O)C)(C)C)O)C(=CC3=CSC(=N3)C)C)C. (4) Drug 1: CC1CCC2CC(C(=CC=CC=CC(CC(C(=O)C(C(C(=CC(C(=O)CC(OC(=O)C3CCCCN3C(=O)C(=O)C1(O2)O)C(C)CC4CCC(C(C4)OC)O)C)C)O)OC)C)C)C)OC. Drug 2: CC=C1C(=O)NC(C(=O)OC2CC(=O)NC(C(=O)NC(CSSCCC=C2)C(=O)N1)C(C)C)C(C)C. Cell line: DU-145. Synergy scores: CSS=27.5, Synergy_ZIP=-0.336, Synergy_Bliss=1.58, Synergy_Loewe=-20.2, Synergy_HSA=-0.989.